From a dataset of Forward reaction prediction with 1.9M reactions from USPTO patents (1976-2016). Predict the product of the given reaction. (1) Given the reactants [OH:1][C:2]1[CH:14]=[CH:13][C:5]2[CH:6]([CH2:9][C:10]([OH:12])=[O:11])[CH2:7][O:8][C:4]=2[CH:3]=1.[C:15]1([C:21]([C:28]2[CH:33]=[CH:32][CH:31]=[CH:30][CH:29]=2)([C@H:23]2[CH2:27][CH2:26][CH2:25][NH:24]2)[OH:22])[CH:20]=[CH:19][CH:18]=[CH:17][CH:16]=1, predict the reaction product. The product is: [C:15]1([C:21]([C:28]2[CH:33]=[CH:32][CH:31]=[CH:30][CH:29]=2)([C@H:23]2[CH2:27][CH2:26][CH2:25][NH:24]2)[OH:22])[CH:16]=[CH:17][CH:18]=[CH:19][CH:20]=1.[OH:1][C:2]1[CH:14]=[CH:13][C:5]2[C@H:6]([CH2:9][C:10]([OH:12])=[O:11])[CH2:7][O:8][C:4]=2[CH:3]=1. (2) Given the reactants [CH:1]([Li])([CH2:3][CH3:4])[CH3:2].CC1C=[CH:15][C:14]2[C:9](=[CH:10][CH:11]=[CH:12][CH:13]=2)[N:8]=1.CI, predict the reaction product. The product is: [CH2:3]([C:1]1[CH:2]=[CH:15][C:14]2[C:9](=[CH:10][CH:11]=[CH:12][CH:13]=2)[N:8]=1)[CH3:4]. (3) Given the reactants Cl[S:2]([C:5]1[N:6]([C:15]([O:17][C:18]([CH3:21])([CH3:20])[CH3:19])=[O:16])[C:7]2[C:12]([CH:13]=1)=[CH:11][CH:10]=[CH:9][C:8]=2[F:14])(=[O:4])=[O:3].[F:22][C:23]1[CH:28]=[CH:27][C:26]([C:29]2[O:30][C:31]3[CH:41]=[C:40]([N:42]([CH3:47])[S:43]([CH3:46])(=[O:45])=[O:44])[C:39]([C@@H:48]4[CH2:53][CH2:52][CH2:51][NH:50][CH2:49]4)=[CH:38][C:32]=3[C:33]=2[C:34]([NH:36][CH3:37])=[O:35])=[CH:25][CH:24]=1, predict the reaction product. The product is: [F:14][C:8]1[CH:9]=[CH:10][CH:11]=[C:12]2[C:7]=1[N:6]([C:15]([O:17][C:18]([CH3:21])([CH3:20])[CH3:19])=[O:16])[C:5]([S:2]([N:50]1[CH2:51][CH2:52][CH2:53][C@@H:48]([C:39]3[C:40]([N:42]([CH3:47])[S:43]([CH3:46])(=[O:44])=[O:45])=[CH:41][C:31]4[O:30][C:29]([C:26]5[CH:25]=[CH:24][C:23]([F:22])=[CH:28][CH:27]=5)=[C:33]([C:34](=[O:35])[NH:36][CH3:37])[C:32]=4[CH:38]=3)[CH2:49]1)(=[O:4])=[O:3])=[CH:13]2. (4) The product is: [CH:38]1([N:1]2[CH2:4][CH:3]([N:5]3[C:13]4[C:8](=[CH:9][CH:10]=[CH:11][CH:12]=4)[CH:7]([CH2:14][CH2:15][CH2:16][CH2:17][CH2:18][CH2:19][NH:20][C:21]([NH:23][CH2:24][C:25]4[CH:26]=[N:27][CH:28]=[CH:29][CH:30]=4)=[O:22])[CH2:6]3)[CH2:2]2)[CH2:42][CH2:41][CH2:40][CH2:39]1. Given the reactants [NH:1]1[CH2:4][CH:3]([N:5]2[C:13]3[C:8](=[CH:9][CH:10]=[CH:11][CH:12]=3)[CH:7]([CH2:14][CH2:15][CH2:16][CH2:17][CH2:18][CH2:19][NH:20][C:21]([NH:23][CH2:24][C:25]3[CH:26]=[N:27][CH:28]=[CH:29][CH:30]=3)=[O:22])[CH2:6]2)[CH2:2]1.CCN(CC)CC.[C:38]1(=O)[CH2:42][CH2:41][CH2:40][CH2:39]1.[BH-](OC(C)=O)(OC(C)=O)OC(C)=O.[Na+], predict the reaction product. (5) Given the reactants [SH:1][C:2]1[CH:3]=[C:4]([OH:8])[CH:5]=[CH:6][CH:7]=1.[CH3:9][C:10]([CH3:13])([O-])[CH3:11].[Na+].BrCC1CC1.[Cl:20][C:21]1[CH:22]=[C:23]([N+:28]([O-:30])=[O:29])[CH:24]=[CH:25][C:26]=1F, predict the reaction product. The product is: [Cl:20][C:21]1[CH:22]=[C:23]([N+:28]([O-:30])=[O:29])[CH:24]=[CH:25][C:26]=1[O:8][C:4]1[CH:5]=[CH:6][CH:7]=[C:2]([S:1][CH2:9][CH:10]2[CH2:13][CH2:11]2)[CH:3]=1. (6) Given the reactants CO[CH:3](O)[CH2:4][N:5]1[C:14]2[C:9](=[N:10][CH:11]=[C:12]([F:15])[CH:13]=2)[CH:8]=[CH:7][C:6]1=[O:16].CC(N([C@H]1CCNC[C@H]1O)C(=O)[O-])(C)C.[C:33]([O:37][C:38](=[O:47])[NH:39][C@H:40]1[CH2:45][CH2:44][NH:43][CH2:42][C@H:41]1[OH:46])([CH3:36])([CH3:35])[CH3:34].C(O[BH-](OC(=O)C)OC(=O)C)(=O)C.[Na+], predict the reaction product. The product is: [F:15][C:12]1[CH:13]=[C:14]2[C:9]([CH:8]=[CH:7][C:6](=[O:16])[N:5]2[CH2:4][CH2:3][N:43]2[CH2:44][CH2:45][C@H:40]([NH:39][C:38](=[O:47])[O:37][C:33]([CH3:34])([CH3:35])[CH3:36])[C@H:41]([OH:46])[CH2:42]2)=[N:10][CH:11]=1. (7) Given the reactants [F:1][C:2]1[CH:7]=[CH:6][C:5]([C:8]2[C@@H:13]([O:14]C(=O)C(C)(C)C)[CH2:12][N:11]([C:21]([O:23][C:24]([CH3:27])([CH3:26])[CH3:25])=[O:22])[CH2:10][CH:9]=2)=[CH:4][CH:3]=1.O.[OH-].[Li+], predict the reaction product. The product is: [F:1][C:2]1[CH:3]=[CH:4][C:5]([C:8]2[C@@H:13]([OH:14])[CH2:12][N:11]([C:21]([O:23][C:24]([CH3:27])([CH3:26])[CH3:25])=[O:22])[CH2:10][CH:9]=2)=[CH:6][CH:7]=1. (8) The product is: [Br:13][C:14]1[CH:15]=[C:16]([C:17]([N:10]2[CH2:9][CH2:8][N:7]([C:2]3[CH:3]=[CH:4][CH:5]=[CH:6][N:1]=3)[CH2:12][CH2:11]2)=[O:18])[CH:20]=[CH:21][C:22]=1[O:23][CH3:24]. Given the reactants [N:1]1[CH:6]=[CH:5][CH:4]=[CH:3][C:2]=1[N:7]1[CH2:12][CH2:11][NH:10][CH2:9][CH2:8]1.[Br:13][C:14]1[CH:15]=[C:16]([CH:20]=[CH:21][C:22]=1[O:23][CH3:24])[C:17](O)=[O:18].CCN(C(C)C)C(C)C.C1C=CC2N(O)N=NC=2C=1.Cl.CN(C)CCCN=C=NCC, predict the reaction product. (9) Given the reactants [Br:1][C:2]1[N:7]=[CH:6][C:5]([CH2:8][CH2:9][CH2:10]O)=[CH:4][CH:3]=1.[BrH:12], predict the reaction product. The product is: [Br:1][C:2]1[CH:3]=[CH:4][C:5]([CH2:8][CH2:9][CH2:10][Br:12])=[CH:6][N:7]=1. (10) Given the reactants [S:1](=[O:15])(=[O:14])([O:3][C@H:4]1[CH2:9][CH2:8][C@@H:7]([C:10]([CH3:13])([CH3:12])[CH3:11])[CH2:6][CH2:5]1)[NH2:2], predict the reaction product. The product is: [C:10]([CH:7]1[CH2:8][CH2:9][CH:4]2[CH2:5][CH:6]1[NH:2][S:1](=[O:14])(=[O:15])[O:3]2)([CH3:12])([CH3:11])[CH3:13].